From a dataset of Forward reaction prediction with 1.9M reactions from USPTO patents (1976-2016). Predict the product of the given reaction. (1) Given the reactants [H-].[Al+3].[Li+].[H-].[H-].[H-].[Si](O[C@H:15]1[CH2:24][C:23](C)(C)C[C:21]2N=C(C3CCCC3)C([C:32]([C:34]3C=CC(C(F)(F)F)=CC=3)=[O:33])=[C:17](C3CCCC3)[C:16]1=2)(C(C)(C)C)(C)C.[C:49]([CH:52](C(C([O-])=O)O)O)([O-])=[O:50].[K+].[Na+], predict the reaction product. The product is: [CH3:23][CH2:24][CH2:15][CH:16]([CH3:17])[CH3:21].[C:49]([O:33][CH2:32][CH3:34])(=[O:50])[CH3:52]. (2) Given the reactants Br[C:2]1[N:3]=[C:4]2[C:10]3[CH:11]=[CH:12][CH:13]=[CH:14][C:9]=3[NH:8][C:7]3[N:15]=[CH:16][CH:17]=[CH:18][C:6]=3[N:5]2[C:19]=1[C:20]1[CH:25]=[CH:24][C:23]([C:26]2([NH:30]C(=O)OC(C)(C)C)[CH2:29][CH2:28][CH2:27]2)=[CH:22][CH:21]=1.[CH3:38][O-:39].[Na+], predict the reaction product. The product is: [CH3:38][O:39][C:2]1[N:3]=[C:4]2[C:10]3[CH:11]=[CH:12][CH:13]=[CH:14][C:9]=3[NH:8][C:7]3[N:15]=[CH:16][CH:17]=[CH:18][C:6]=3[N:5]2[C:19]=1[C:20]1[CH:25]=[CH:24][C:23]([C:26]2([NH2:30])[CH2:27][CH2:28][CH2:29]2)=[CH:22][CH:21]=1.